This data is from Full USPTO retrosynthesis dataset with 1.9M reactions from patents (1976-2016). The task is: Predict the reactants needed to synthesize the given product. (1) The reactants are: [OH:1][C:2]1[CH:11]=[CH:10][C:5]([C:6]([O:8]C)=[O:7])=[C:4]([N:12]2[CH2:21][C:20]3[C:15](=[CH:16][CH:17]=[CH:18][CH:19]=3)[NH:14][C:13]2=[O:22])[CH:3]=1.CS(O[CH2:28][C:29]1[C:34]([F:35])=[CH:33][CH:32]=[CH:31][N:30]=1)(=O)=O.C(=O)([O-])[O-].[K+].[K+].O. Given the product [F:35][C:34]1[C:29]([CH2:28][O:1][C:2]2[CH:11]=[CH:10][C:5]([C:6]([OH:8])=[O:7])=[C:4]([N:12]3[CH2:21][C:20]4[C:15](=[CH:16][CH:17]=[CH:18][CH:19]=4)[NH:14][C:13]3=[O:22])[CH:3]=2)=[N:30][CH:31]=[CH:32][CH:33]=1, predict the reactants needed to synthesize it. (2) Given the product [F:1][C:2]1[CH:3]=[CH:4][C:5]([CH2:6][CH2:7][O:8][CH2:9][CH2:10][O:11][C:12]2[CH:17]=[CH:16][C:15]([OH:18])=[CH:14][CH:13]=2)=[CH:26][CH:27]=1, predict the reactants needed to synthesize it. The reactants are: [F:1][C:2]1[CH:27]=[CH:26][C:5]([CH2:6][CH2:7][O:8][CH2:9][CH2:10][O:11][C:12]2[CH:17]=[CH:16][C:15]([O:18]CC3C=CC=CC=3)=[CH:14][CH:13]=2)=[CH:4][CH:3]=1.C1(COCCOC2C=CC(O)=CC=2)CC1. (3) Given the product [Cl:12][C:7]1[CH:8]=[C:9]2[C:4](=[CH:5][N:6]=1)[N:3]=[C:2]([C:18]1([OH:23])[CH2:22][CH2:21][CH2:20][CH2:19]1)[CH:11]=[CH:10]2, predict the reactants needed to synthesize it. The reactants are: Br[C:2]1[CH:11]=[CH:10][C:9]2[C:4](=[CH:5][N:6]=[C:7]([Cl:12])[CH:8]=2)[N:3]=1.C([Li])CCC.[C:18]1(=[O:23])[CH2:22][CH2:21][CH2:20][CH2:19]1. (4) Given the product [N+:1]([C:4]1[CH:5]=[C:6]([C:14]([O:16][CH3:17])=[O:15])[C:7]2[CH2:8][CH2:9][CH2:10][CH2:11][C:12]=2[CH:13]=1)([O-:3])=[O:2], predict the reactants needed to synthesize it. The reactants are: [N+:1]([C:4]1[CH:5]=[C:6]([C:14]([OH:16])=[O:15])[C:7]2[CH2:8][CH2:9][CH2:10][CH2:11][C:12]=2[CH:13]=1)([O-:3])=[O:2].[C:17](=O)([O-])[O-].[K+].[K+].IC.CN(C)C=O.